This data is from Catalyst prediction with 721,799 reactions and 888 catalyst types from USPTO. The task is: Predict which catalyst facilitates the given reaction. (1) Reactant: [Cl:1][C:2]1[CH:3]=[C:4]2[C:9](=[CH:10][CH:11]=1)[CH:8]=[C:7]([S:12]([N:15]1[CH2:20][CH2:19][N:18]([C:21]([C:23]3[N:24]=[N:25][C:26](Cl)=[CH:27][CH:28]=3)=[O:22])[CH2:17][CH2:16]1)(=[O:14])=[O:13])[CH:6]=[CH:5]2.[CH3:30][N:31]1[CH2:37][CH2:36][CH2:35][NH:34][CH2:33][CH2:32]1.N1C=CC=CC=1. Product: [OH2:13].[Cl:1][C:2]1[CH:3]=[C:4]2[C:9](=[CH:10][CH:11]=1)[CH:8]=[C:7]([S:12]([N:15]1[CH2:20][CH2:19][N:18]([C:21]([C:23]3[N:24]=[N:25][C:26]([N:34]4[CH2:35][CH2:36][CH2:37][N:31]([CH3:30])[CH2:32][CH2:33]4)=[CH:27][CH:28]=3)=[O:22])[CH2:17][CH2:16]1)(=[O:14])=[O:13])[CH:6]=[CH:5]2.[Cl:1][C:2]1[CH:3]=[C:4]2[C:9](=[CH:10][CH:11]=1)[CH:8]=[C:7]([S:12]([N:15]1[CH2:20][CH2:19][N:18]([C:21]([C:23]3[N:24]=[N:25][C:26]([N:34]4[CH2:35][CH2:36][CH2:37][N:31]([CH3:30])[CH2:32][CH2:33]4)=[CH:27][CH:28]=3)=[O:22])[CH2:17][CH2:16]1)(=[O:14])=[O:13])[CH:6]=[CH:5]2. The catalyst class is: 148. (2) Reactant: [NH2:1][C:2]1[CH:3]=[CH:4][C:5]([F:15])=[C:6]([S:8]([NH:11][CH:12]2[CH2:14][CH2:13]2)(=[O:10])=[O:9])[CH:7]=1.C(Cl)Cl.[F:19][C:20]1[CH:21]=[C:22]([CH:26]=[CH:27][C:28]=1[F:29])[C:23](Cl)=[O:24]. Product: [CH:12]1([NH:11][S:8]([C:6]2[CH:7]=[C:2]([NH:1][C:23](=[O:24])[C:22]3[CH:26]=[CH:27][C:28]([F:29])=[C:20]([F:19])[CH:21]=3)[CH:3]=[CH:4][C:5]=2[F:15])(=[O:10])=[O:9])[CH2:13][CH2:14]1. The catalyst class is: 424. (3) Reactant: [F:1][C:2]1[C:3]([C:8]2([C:13]#[N:14])[CH2:11][C:10](=C)[CH2:9]2)=[N:4][CH:5]=[CH:6][CH:7]=1.[OH2:15]. Product: [F:1][C:2]1[C:3]([C:8]2([C:13]#[N:14])[CH2:11][C:10](=[O:15])[CH2:9]2)=[N:4][CH:5]=[CH:6][CH:7]=1. The catalyst class is: 643. (4) Reactant: [Cl:1][C:2]1[C:3]([F:11])=[C:4]([CH:8]=[CH:9][CH:10]=1)[C:5]([OH:7])=[O:6].Cl[S:13]([OH:16])(=O)=[O:14].C(OCC)(=O)C.[CH2:23]([NH2:25])[CH3:24]. Product: [Cl:1][C:2]1[C:3]([F:11])=[C:4]([CH:8]=[C:9]([S:13]([NH:25][CH2:23][CH3:24])(=[O:16])=[O:14])[CH:10]=1)[C:5]([OH:7])=[O:6]. The catalyst class is: 1. (5) Reactant: [Cl:1][C:2]1[CH:7]=[CH:6][C:5]([N:8]2[CH2:13][CH2:12][NH:11][CH2:10][C@H:9]2[CH3:14])=[CH:4][CH:3]=1.N1C(C)=CC=CC=1C.[I-].[K+].Br[CH2:26][CH2:27][CH:28]=[C:29]1[C:35]2[CH:36]=[CH:37][CH:38]=[N:39][C:34]=2[CH2:33][O:32][C:31]2[CH:40]=[CH:41][C:42]([C:44]([OH:47])([CH3:46])[CH3:45])=[CH:43][C:30]1=2. Product: [Cl:1][C:2]1[CH:3]=[CH:4][C:5]([N:8]2[CH2:13][CH2:12][N:11]([CH2:26][CH2:27][CH:28]=[C:29]3[C:35]4[CH:36]=[CH:37][CH:38]=[N:39][C:34]=4[CH2:33][O:32][C:31]4[CH:40]=[CH:41][C:42]([C:44]([OH:47])([CH3:46])[CH3:45])=[CH:43][C:30]3=4)[CH2:10][C@H:9]2[CH3:14])=[CH:6][CH:7]=1. The catalyst class is: 32.